This data is from Forward reaction prediction with 1.9M reactions from USPTO patents (1976-2016). The task is: Predict the product of the given reaction. (1) Given the reactants [C:1]([C:3]1[CH:8]=[CH:7][C:6]([C:9]2[CH:14]=[CH:13][N:12]=[CH:11][CH:10]=2)=[CH:5][C:4]=1[F:15])#[CH:2].[N:16]([CH:19]1[CH2:25][CH2:24][C:23]2[C:26]([F:30])=[CH:27][CH:28]=[CH:29][C:22]=2[N:21]([CH2:31][C:32]([F:35])([F:34])[F:33])[C:20]1=[O:36])=[N+:17]=[N-:18], predict the reaction product. The product is: [F:30][C:26]1[C:23]2[CH2:24][CH2:25][CH:19]([N:16]3[CH:2]=[C:1]([C:3]4[CH:8]=[CH:7][C:6]([C:9]5[CH:10]=[CH:11][N:12]=[CH:13][CH:14]=5)=[CH:5][C:4]=4[F:15])[N:18]=[N:17]3)[C:20](=[O:36])[N:21]([CH2:31][C:32]([F:33])([F:34])[F:35])[C:22]=2[CH:29]=[CH:28][CH:27]=1. (2) Given the reactants [C:1]([O:4][C@H:5]1[O:27][C@@H:26]([CH2:28][O:29][C:30](=[O:37])[C:31]2[CH:36]=[CH:35][CH:34]=[CH:33][CH:32]=2)[C@H:16]([O:17][C:18](=[O:25])[C:19]2[CH:24]=[CH:23][CH:22]=[CH:21][CH:20]=2)[C@@H:6]1[O:7]C(=O)C1C=CC=CC=1)(=[O:3])C.Br.O, predict the reaction product. The product is: [C:1]([O:4][C@@H:5]1[O:27][C@@H:26]([CH2:28][O:29][C:30](=[O:37])[C:31]2[CH:32]=[CH:33][CH:34]=[CH:35][CH:36]=2)[C@H:16]([O:17][C:18](=[O:25])[C:19]2[CH:24]=[CH:23][CH:22]=[CH:21][CH:20]=2)[C@@H:6]1[OH:7])(=[O:3])[C:19]1[CH:24]=[CH:23][CH:22]=[CH:21][CH:20]=1. (3) Given the reactants [Cl:1][C:2]1[C:11]2[C:6](=[CH:7][C:8]([O:14][CH2:15][CH2:16][N:17]3[CH:21]=[CH:20][N:19]=[CH:18]3)=[C:9]([O:12][CH3:13])[CH:10]=2)[N:5]=[CH:4][N:3]=1.[NH2:22][C:23]1[CH:24]=[C:25]2[C:29](=[CH:30][CH:31]=1)[NH:28][CH:27]=[CH:26]2.Cl, predict the reaction product. The product is: [ClH:1].[NH:28]1[C:29]2[C:25](=[CH:24][C:23]([NH:22][C:2]3[C:11]4[C:6](=[CH:7][C:8]([O:14][CH2:15][CH2:16][N:17]5[CH:21]=[CH:20][N:19]=[CH:18]5)=[C:9]([O:12][CH3:13])[CH:10]=4)[N:5]=[CH:4][N:3]=3)=[CH:31][CH:30]=2)[CH:26]=[CH:27]1. (4) Given the reactants [C:1]([C:3]1([CH:16]([CH3:18])[CH3:17])[CH2:8][CH2:7][N:6]([C:9]([O:11][C:12]([CH3:15])([CH3:14])[CH3:13])=[O:10])[CH2:5][CH2:4]1)#[N:2], predict the reaction product. The product is: [NH2:2][CH2:1][C:3]1([CH:16]([CH3:18])[CH3:17])[CH2:8][CH2:7][N:6]([C:9]([O:11][C:12]([CH3:14])([CH3:13])[CH3:15])=[O:10])[CH2:5][CH2:4]1. (5) Given the reactants [C:1](OC(=O)C)(=[O:3])[CH3:2].[CH:8]1([C:11]2[CH:12]=[CH:13][C:14](/[C:19](/[C:24]3[CH:29]=[CH:28][C:27]([S:30][CH3:31])=[CH:26][CH:25]=3)=[CH:20]/[CH2:21][CH2:22][NH2:23])=[N:15][C:16]=2[O:17][CH3:18])[CH2:10][CH2:9]1.Cl, predict the reaction product. The product is: [CH:8]1([C:11]2[CH:12]=[CH:13][C:14](/[C:19](/[C:24]3[CH:29]=[CH:28][C:27]([S:30][CH3:31])=[CH:26][CH:25]=3)=[CH:20]/[CH2:21][CH2:22][NH:23][C:1](=[O:3])[CH3:2])=[N:15][C:16]=2[O:17][CH3:18])[CH2:10][CH2:9]1. (6) Given the reactants C1(NC2CCCCC2)CCCCC1.[C:14]([O:17][C:18]1[CH:26]=[CH:25][C:21]([C:22](O)=[O:23])=[CH:20][CH:19]=1)(=[O:16])[CH3:15].S(Cl)([Cl:29])=O, predict the reaction product. The product is: [C:14]([O:17][C:18]1[CH:26]=[CH:25][C:21]([C:22]([Cl:29])=[O:23])=[CH:20][CH:19]=1)(=[O:16])[CH3:15]. (7) Given the reactants C(O)(=O)C.[N:5]1([C:14]2([CH2:19][C:20]([NH2:22])=[NH:21])[CH2:18][CH2:17][CH2:16][CH2:15]2)[C:9]2=[N:10][CH:11]=[CH:12][CH:13]=[C:8]2[CH:7]=[CH:6]1.[C:23]([O:27][C:28](=[O:43])/[C:29](/O)=[C:30](\[O:34][CH2:35][C:36]1[CH:41]=[CH:40][CH:39]=[CH:38][CH:37]=1)/[C:31](O)=[O:32])([CH3:26])([CH3:25])[CH3:24].C[O-].[Na+].C(OCC)(=O)C, predict the reaction product. The product is: [C:23]([O:27][C:28]([C:29]1[C:30]([O:34][CH2:35][C:36]2[CH:41]=[CH:40][CH:39]=[CH:38][CH:37]=2)=[C:31]([OH:32])[N:22]=[C:20]([CH2:19][C:14]2([N:5]3[C:9]4=[N:10][CH:11]=[CH:12][CH:13]=[C:8]4[CH:7]=[CH:6]3)[CH2:18][CH2:17][CH2:16][CH2:15]2)[N:21]=1)=[O:43])([CH3:26])([CH3:24])[CH3:25]. (8) The product is: [CH2:1]([NH:8][C:9](=[O:14])[CH:10]([Br:13])[CH2:11][O:15][CH3:18])[C:2]1[CH:7]=[CH:6][CH:5]=[CH:4][CH:3]=1. Given the reactants [CH2:1]([NH:8][C:9](=[O:14])[CH:10]([Br:13])[CH2:11]Br)[C:2]1[CH:7]=[CH:6][CH:5]=[CH:4][CH:3]=1.[OH-:15].[Na+].Cl.[CH3:18]O, predict the reaction product. (9) Given the reactants Br[C:2]1[CH:3]=[C:4]([CH2:9][NH:10][CH:11]2[CH2:13][CH2:12]2)[CH:5]=[C:6]([Cl:8])[CH:7]=1.CC1(C)C(C)(C)OB(/[CH:22]=[CH:23]/[CH2:24][O:25][CH3:26])O1.C(=O)([O-])[O-].[Na+].[Na+].[NH4+].[Cl-], predict the reaction product. The product is: [Cl:8][C:6]1[CH:5]=[C:4]([CH2:9][NH:10][CH:11]2[CH2:13][CH2:12]2)[CH:3]=[C:2](/[CH:22]=[CH:23]/[CH2:24][O:25][CH3:26])[CH:7]=1. (10) Given the reactants [F:1][C:2]1[CH:7]=[CH:6][C:5]([C:8]2[C:12]([CH2:13][O:14][C:15]3[CH:16]=[CH:17][C:18]([C:21]([OH:23])=O)=[N:19][CH:20]=3)=[C:11]([CH2:24][OH:25])[O:10][N:9]=2)=[CH:4][CH:3]=1.Cl.[NH2:27][N:28]1[CH2:32][CH2:31][CH2:30][CH2:29]1, predict the reaction product. The product is: [N:28]1([NH:27][C:21]([C:18]2[CH:17]=[CH:16][C:15]([O:14][CH2:13][C:12]3[C:8]([C:5]4[CH:4]=[CH:3][C:2]([F:1])=[CH:7][CH:6]=4)=[N:9][O:10][C:11]=3[CH2:24][OH:25])=[CH:20][N:19]=2)=[O:23])[CH2:32][CH2:31][CH2:30][CH2:29]1.